Dataset: Forward reaction prediction with 1.9M reactions from USPTO patents (1976-2016). Task: Predict the product of the given reaction. (1) Given the reactants [Cl:1][C:2]1[CH:10]=[CH:9][C:8]([C:11]([F:14])([F:13])[F:12])=[CH:7][C:3]=1[C:4](Cl)=[O:5].CCN(CC)CC.[C:22]([C:24]1[C:25]([C:38]([F:41])([F:40])[F:39])=[C:26]2[C:30](=[CH:31][CH:32]=1)[N:29]([CH2:33][C:34](=[NH:37])[NH:35]O)[CH:28]=[CH:27]2)#[N:23], predict the reaction product. The product is: [Cl:1][C:2]1[CH:10]=[CH:9][C:8]([C:11]([F:14])([F:13])[F:12])=[CH:7][C:3]=1[C:4]1[O:5][N:37]=[C:34]([CH2:33][N:29]2[C:30]3[C:26](=[C:25]([C:38]([F:41])([F:39])[F:40])[C:24]([C:22]#[N:23])=[CH:32][CH:31]=3)[CH:27]=[CH:28]2)[N:35]=1. (2) Given the reactants [C:1]([N:8]1[CH2:15][C@H:14]([OH:16])[CH2:13][C@H:9]1[C:10]([OH:12])=O)([O:3][C:4]([CH3:7])([CH3:6])[CH3:5])=[O:2].Cl.[CH:18]1([N:22]2[CH2:28][CH2:27][CH2:26][NH:25][CH2:24][CH2:23]2)[CH2:21][CH2:20][CH2:19]1.C(Cl)CCl.C1C=CC2N(O)N=NC=2C=1.CCN(CC)CC, predict the reaction product. The product is: [C:4]([O:3][C:1]([N:8]1[CH2:15][C@H:14]([OH:16])[CH2:13][C@H:9]1[C:10]([N:25]1[CH2:26][CH2:27][CH2:28][N:22]([CH:18]2[CH2:19][CH2:20][CH2:21]2)[CH2:23][CH2:24]1)=[O:12])=[O:2])([CH3:5])([CH3:6])[CH3:7]. (3) The product is: [C:42]([NH:50][C:51]1[CH:63]=[C:62]([O:9][C:3]2[CH:4]=[CH:5][C:6]([F:8])=[CH:7][C:2]=2[F:1])[CH:61]=[CH:60][C:52]=1[C:53]([O:55][C:56]([CH3:58])([CH3:59])[CH3:57])=[O:54])(=[O:49])[C:43]1[CH:44]=[CH:45][CH:46]=[CH:47][CH:48]=1. Given the reactants [F:1][C:2]1[CH:7]=[C:6]([F:8])[CH:5]=[CH:4][C:3]=1[OH:9].[H-].[Na+].C(P(C(C)(C)C)C1C=CC=CC=1C1C(C(C)C)=CC(C(C)C)=CC=1C(C)C)(C)(C)C.[C:42]([NH:50][C:51]1[CH:63]=[C:62](Br)[CH:61]=[CH:60][C:52]=1[C:53]([O:55][C:56]([CH3:59])([CH3:58])[CH3:57])=[O:54])(=[O:49])[C:43]1[CH:48]=[CH:47][CH:46]=[CH:45][CH:44]=1.F[B-](F)(F)F.C(P(C(C)(C)C)C(C)(C)C)(C)(C)C.C(O)(=O)CC(CC(O)=O)(C(O)=O)O, predict the reaction product. (4) The product is: [C:19]([O:23][C:24]([N:26]([C:68]([O:70][C:71]([CH3:74])([CH3:73])[CH3:72])=[O:69])[C:27]1[C:28]2[C:35]([I:36])=[CH:34][N:33]([C@@H:37]3[CH2:41][N:40]([C:42]([O:44][C:45]([CH3:46])([CH3:47])[CH3:48])=[O:43])[C@H:39]([CH2:49][OH:50])[CH2:38]3)[C:29]=2[N:30]=[CH:31][N:32]=1)=[O:25])([CH3:20])([CH3:21])[CH3:22]. Given the reactants [F-].C([N+](CCCC)(CCCC)CCCC)CCC.[C:19]([O:23][C:24]([N:26]([C:68]([O:70][C:71]([CH3:74])([CH3:73])[CH3:72])=[O:69])[C:27]1[C:28]2[C:35]([I:36])=[CH:34][N:33]([C@@H:37]3[CH2:41][N:40]([C:42]([O:44][C:45]([CH3:48])([CH3:47])[CH3:46])=[O:43])[C@H:39]([CH2:49][O:50][Si](C(C)(C)C)(C4C=CC=CC=4)C4C=CC=CC=4)[CH2:38]3)[C:29]=2[N:30]=[CH:31][N:32]=1)=[O:25])([CH3:22])([CH3:21])[CH3:20], predict the reaction product. (5) Given the reactants COC1C=CC(P2(SP(C3C=CC(OC)=CC=3)(=S)S2)=[S:10])=CC=1.[C:23]([C:27]1[CH:51]=[CH:50][C:30]([CH2:31][N:32]2[CH2:36][CH2:35][N:34]([CH2:37][C:38]3[CH:43]=[CH:42][C:41]([NH:44][S:45]([CH3:48])(=[O:47])=[O:46])=[CH:40][CH:39]=3)[C:33]2=O)=[CH:29][CH:28]=1)([CH3:26])([CH3:25])[CH3:24].C1(C)C=CC=CC=1, predict the reaction product. The product is: [C:23]([C:27]1[CH:51]=[CH:50][C:30]([CH2:31][N:32]2[CH2:36][CH2:35][N:34]([CH2:37][C:38]3[CH:43]=[CH:42][C:41]([NH:44][S:45]([CH3:48])(=[O:47])=[O:46])=[CH:40][CH:39]=3)[C:33]2=[S:10])=[CH:29][CH:28]=1)([CH3:26])([CH3:25])[CH3:24]. (6) Given the reactants Br[C:2]1[CH:7]=[CH:6][C:5]([C:8]2[N:12]=[CH:11][N:10]([C:13]3[CH:18]=[CH:17][C:16]([O:19][C:20]([F:23])([F:22])[F:21])=[CH:15][CH:14]=3)[N:9]=2)=[CH:4][CH:3]=1.P([O-])([O-])([O-])=O.[K+].[K+].[K+].CC(=O)[CH2:34][C:35](=[O:37])[CH3:36], predict the reaction product. The product is: [F:21][C:20]([F:23])([F:22])[O:19][C:16]1[CH:17]=[CH:18][C:13]([N:10]2[CH:11]=[N:12][C:8]([C:5]3[CH:6]=[CH:7][C:2]([CH2:34][C:35](=[O:37])[CH3:36])=[CH:3][CH:4]=3)=[N:9]2)=[CH:14][CH:15]=1.